From a dataset of Reaction yield outcomes from USPTO patents with 853,638 reactions. Predict the reaction yield, written as a fraction of the theoretical maximum amount of product (1.0 means a 100% yield; for example, 0.34 means a 34% yield). (1) The reactants are Br[C:2]1[C:3]([CH3:16])=[N:4][N:5]([C:7]2[CH:12]=[CH:11][C:10]([N:13]([CH3:15])[CH3:14])=[CH:9][CH:8]=2)[CH:6]=1.C([Li])CCC.[CH2:22]([Sn:26](Cl)([CH2:31][CH2:32][CH2:33][CH3:34])[CH2:27][CH2:28][CH2:29][CH3:30])[CH2:23][CH2:24][CH3:25].O. The catalyst is C1COCC1. The product is [CH2:31]([Sn:26]([CH2:22][CH2:23][CH2:24][CH3:25])([CH2:27][CH2:28][CH2:29][CH3:30])[C:2]1[C:3]([CH3:16])=[N:4][N:5]([C:7]2[CH:12]=[CH:11][C:10]([N:13]([CH3:15])[CH3:14])=[CH:9][CH:8]=2)[CH:6]=1)[CH2:32][CH2:33][CH3:34]. The yield is 0.354. (2) The reactants are CS(Cl)(=O)=O.[CH3:6][O:7][C:8]1[CH:13]=[CH:12][C:11]([N:14]2[CH2:19][CH2:18][N:17]([C:20]3[C:21]([CH3:34])=[C:22]([CH3:33])[C:23]4[O:27][C:26]([CH3:29])([CH3:28])[CH:25](O)[C:24]=4[C:31]=3[CH3:32])[CH2:16][CH2:15]2)=[CH:10][CH:9]=1.C(N(CC)CC)C.[CH2:42]([NH2:49])[C:43]1[CH:48]=[CH:47][CH:46]=[CH:45][CH:44]=1.C(=O)([O-])[O-].[K+].[K+]. The catalyst is C1COCC1.CCCCCC.C(OCC)(=O)C. The product is [CH2:42]([NH:49][CH:25]1[C:24]2[C:31]([CH3:32])=[C:20]([N:17]3[CH2:16][CH2:15][N:14]([C:11]4[CH:12]=[CH:13][C:8]([O:7][CH3:6])=[CH:9][CH:10]=4)[CH2:19][CH2:18]3)[C:21]([CH3:34])=[C:22]([CH3:33])[C:23]=2[O:27][C:26]1([CH3:29])[CH3:28])[C:43]1[CH:48]=[CH:47][CH:46]=[CH:45][CH:44]=1. The yield is 0.760. (3) The reactants are [Br:1][C:2]1[CH:3]=[C:4]([NH2:9])[C:5]([NH2:8])=[N:6][CH:7]=1.Cl[CH2:11][CH:12]=O. The catalyst is C(O)(C)C. The product is [Br:1][C:2]1[CH:3]=[C:4]([NH2:9])[C:5]2[N:6]([CH:11]=[CH:12][N:8]=2)[CH:7]=1. The yield is 0.400. (4) The reactants are [CH3:1][C:2]1[N:11]([CH2:12][O:13][CH2:14][CH2:15][Si:16]([CH3:19])([CH3:18])[CH3:17])[C:5]2=[N:6][CH:7]=[C:8]([NH2:10])[N:9]=[C:4]2[CH:3]=1.[CH:20]1([N:26]=[C:27]=[O:28])[CH2:25][CH2:24][CH2:23][CH2:22][CH2:21]1. The catalyst is ClCCCl. The product is [CH:20]1([NH:26][C:27]([NH:10][C:8]2[N:9]=[C:4]3[CH:3]=[C:2]([CH3:1])[N:11]([CH2:12][O:13][CH2:14][CH2:15][Si:16]([CH3:18])([CH3:17])[CH3:19])[C:5]3=[N:6][CH:7]=2)=[O:28])[CH2:25][CH2:24][CH2:23][CH2:22][CH2:21]1. The yield is 0.950. (5) The reactants are [C:1]([C:3]([C:11]1[S:12][CH:13]=[CH:14][C:15]=1[C:16]#[N:17])([CH:8]([CH3:10])[CH3:9])[CH2:4][CH2:5][CH2:6]O)#[N:2].C(N(CC)CC)C.S(Cl)(C)(=O)=O.[I-:30].[Na+]. The catalyst is C(#N)C.[Cl-].[Na+].O.C(OCC)(=O)C. The product is [C:1]([C:3]([C:11]1[S:12][CH:13]=[CH:14][C:15]=1[C:16]#[N:17])([CH:8]([CH3:10])[CH3:9])[CH2:4][CH2:5][CH2:6][I:30])#[N:2]. The yield is 0.951.